This data is from Catalyst prediction with 721,799 reactions and 888 catalyst types from USPTO. The task is: Predict which catalyst facilitates the given reaction. (1) Reactant: [C:1]1([C:17]2[CH:22]=[CH:21][CH:20]=[CH:19][CH:18]=2)[CH:6]=[CH:5][C:4]([O:7][C:8]2[CH:13]=[CH:12][C:11]([N+:14]([O-])=O)=[CH:10][CH:9]=2)=[CH:3][CH:2]=1. Product: [C:1]1([C:17]2[CH:22]=[CH:21][CH:20]=[CH:19][CH:18]=2)[CH:6]=[CH:5][C:4]([O:7][C:8]2[CH:13]=[CH:12][C:11]([NH2:14])=[CH:10][CH:9]=2)=[CH:3][CH:2]=1. The catalyst class is: 99. (2) Reactant: C[O:2][C:3](=O)[C:4]1[CH:9]=[C:8]([F:10])[CH:7]=[C:6]([CH2:11][C:12]#[N:13])[CH:5]=1. Product: [F:10][C:8]1[CH:7]=[C:6]([CH2:11][C:12]#[N:13])[CH:5]=[C:4]([CH2:3][OH:2])[CH:9]=1. The catalyst class is: 7.